This data is from Reaction yield outcomes from USPTO patents with 853,638 reactions. The task is: Predict the reaction yield, written as a fraction of the theoretical maximum amount of product (1.0 means a 100% yield; for example, 0.34 means a 34% yield). (1) The reactants are Cl[C:2]1[C:3]([N+:9]([O-:11])=[O:10])=[C:4]([NH2:8])[CH:5]=[CH:6][CH:7]=1.[CH3:12][N:13]1[CH2:18][CH2:17][NH:16][CH2:15][CH2:14]1. No catalyst specified. The product is [CH3:12][N:13]1[CH2:18][CH2:17][N:16]([C:2]2[C:3]([N+:9]([O-:11])=[O:10])=[C:4]([NH2:8])[CH:5]=[CH:6][CH:7]=2)[CH2:15][CH2:14]1. The yield is 0.590. (2) The reactants are CC1C=CC=C(C)C=1OCC1C(COC2C=C3C(=CC=2)N(CC2C=C(C=CC=2)C(O)=O)C=C3)=C(C(C)C)ON=1.[CH3:40][CH:41]([C:43]1[O:47][N:46]=[C:45]([CH2:48][S:49][C:50]2[S:51][CH:52]=[CH:53][N:54]=2)[C:44]=1[CH2:55][O:56][C:57]1[CH:58]=[C:59]2[C:63](=[CH:64][CH:65]=1)[N:62]([CH2:66][C:67]1[CH:68]=[C:69]([CH:74]=[CH:75][CH:76]=1)[C:70]([O:72]C)=[O:71])[CH:61]=[CH:60]2)[CH3:42].[OH-].[Na+].Cl. No catalyst specified. The product is [CH3:42][CH:41]([C:43]1[O:47][N:46]=[C:45]([CH2:48][S:49][C:50]2[S:51][CH:52]=[CH:53][N:54]=2)[C:44]=1[CH2:55][O:56][C:57]1[CH:58]=[C:59]2[C:63](=[CH:64][CH:65]=1)[N:62]([CH2:66][C:67]1[CH:68]=[C:69]([CH:74]=[CH:75][CH:76]=1)[C:70]([OH:72])=[O:71])[CH:61]=[CH:60]2)[CH3:40]. The yield is 0.490. (3) The reactants are [CH3:1][C:2]1[C:3]([C:11]2[S:15][C:14]([C:16]([OH:18])=O)=[CH:13][CH:12]=2)=[N:4][O:5][C:6]=1[C:7]([F:10])([F:9])[F:8].[NH:19]1[CH2:24][CH2:23][S:22](=[O:26])(=[O:25])[CH2:21][CH2:20]1. No catalyst specified. The product is [O:25]=[S:22]1(=[O:26])[CH2:23][CH2:24][N:19]([C:16]([C:14]2[S:15][C:11]([C:3]3[C:2]([CH3:1])=[C:6]([C:7]([F:8])([F:9])[F:10])[O:5][N:4]=3)=[CH:12][CH:13]=2)=[O:18])[CH2:20][CH2:21]1. The yield is 0.800.